This data is from NCI-60 drug combinations with 297,098 pairs across 59 cell lines. The task is: Regression. Given two drug SMILES strings and cell line genomic features, predict the synergy score measuring deviation from expected non-interaction effect. (1) Drug 1: C1CCN(CC1)CCOC2=CC=C(C=C2)C(=O)C3=C(SC4=C3C=CC(=C4)O)C5=CC=C(C=C5)O. Drug 2: C1C(C(OC1N2C=NC3=C2NC=NCC3O)CO)O. Cell line: MDA-MB-435. Synergy scores: CSS=-4.38, Synergy_ZIP=3.63, Synergy_Bliss=2.70, Synergy_Loewe=-3.53, Synergy_HSA=-4.46. (2) Drug 1: CC1=C2C(C(=O)C3(C(CC4C(C3C(C(C2(C)C)(CC1OC(=O)C(C(C5=CC=CC=C5)NC(=O)OC(C)(C)C)O)O)OC(=O)C6=CC=CC=C6)(CO4)OC(=O)C)OC)C)OC. Synergy scores: CSS=54.8, Synergy_ZIP=15.4, Synergy_Bliss=17.8, Synergy_Loewe=-14.2, Synergy_HSA=16.2. Cell line: SF-268. Drug 2: CCCCCOC(=O)NC1=NC(=O)N(C=C1F)C2C(C(C(O2)C)O)O. (3) Drug 1: C1CCC(C1)C(CC#N)N2C=C(C=N2)C3=C4C=CNC4=NC=N3. Drug 2: CNC(=O)C1=NC=CC(=C1)OC2=CC=C(C=C2)NC(=O)NC3=CC(=C(C=C3)Cl)C(F)(F)F. Cell line: OVCAR-5. Synergy scores: CSS=5.77, Synergy_ZIP=-6.22, Synergy_Bliss=-5.86, Synergy_Loewe=-22.5, Synergy_HSA=-10.3. (4) Synergy scores: CSS=-2.47, Synergy_ZIP=4.55, Synergy_Bliss=4.96, Synergy_Loewe=1.01, Synergy_HSA=-0.455. Drug 2: CN(C(=O)NC(C=O)C(C(C(CO)O)O)O)N=O. Cell line: RXF 393. Drug 1: CN1C(=O)N2C=NC(=C2N=N1)C(=O)N. (5) Drug 1: C1=CC=C(C(=C1)C(C2=CC=C(C=C2)Cl)C(Cl)Cl)Cl. Drug 2: C1CC(=O)NC(=O)C1N2C(=O)C3=CC=CC=C3C2=O. Cell line: A549. Synergy scores: CSS=1.19, Synergy_ZIP=0.120, Synergy_Bliss=0.251, Synergy_Loewe=-0.0118, Synergy_HSA=0.00792. (6) Drug 1: C1=CN(C(=O)N=C1N)C2C(C(C(O2)CO)O)O.Cl. Drug 2: CC1=C2C(C(=O)C3(C(CC4C(C3C(C(C2(C)C)(CC1OC(=O)C(C(C5=CC=CC=C5)NC(=O)C6=CC=CC=C6)O)O)OC(=O)C7=CC=CC=C7)(CO4)OC(=O)C)O)C)OC(=O)C. Cell line: HCT-15. Synergy scores: CSS=15.1, Synergy_ZIP=-6.92, Synergy_Bliss=0.558, Synergy_Loewe=-12.5, Synergy_HSA=-1.60.